The task is: Predict the reactants needed to synthesize the given product.. This data is from Full USPTO retrosynthesis dataset with 1.9M reactions from patents (1976-2016). (1) Given the product [Cl:18][C:16]1[CH:15]=[N:14][C:13]2[N:19]([CH2:20][C:21]3[CH:26]=[CH:25][C:24]([O:27][CH3:28])=[CH:23][CH:22]=3)[C:9](=[O:3])[O:10][C:11](=[O:29])[C:12]=2[CH:17]=1, predict the reactants needed to synthesize it. The reactants are: ClC(OC(Cl)(Cl)Cl)=[O:3].[CH3:9][O:10][C:11](=[O:29])[C:12]1[CH:17]=[C:16]([Cl:18])[CH:15]=[N:14][C:13]=1[NH:19][CH2:20][C:21]1[CH:26]=[CH:25][C:24]([O:27][CH3:28])=[CH:23][CH:22]=1. (2) Given the product [ClH:1].[NH2:49][CH2:48][C@H:45]1[CH2:44][CH2:43][C@H:42]([C:40]([NH:39][C@@H:24]([CH2:23][C:19]2[CH:18]=[C:17]([C:14]3[CH:13]=[CH:12][C:11]([C:9]([N:6]4[CH2:5][CH2:4][N:3]([CH3:2])[CH2:8][CH2:7]4)=[O:10])=[CH:16][CH:15]=3)[CH:22]=[CH:21][CH:20]=2)[C:25](=[O:38])[NH:26][C:27]2[CH:32]=[CH:31][C:30]([C:33]3[NH:34][N:35]=[N:36][N:37]=3)=[CH:29][CH:28]=2)=[O:41])[CH2:47][CH2:46]1, predict the reactants needed to synthesize it. The reactants are: [ClH:1].[CH3:2][N:3]1[CH2:8][CH2:7][N:6]([C:9]([C:11]2[CH:16]=[CH:15][C:14]([C:17]3[CH:22]=[CH:21][CH:20]=[C:19]([CH2:23][C@H:24]([NH:39][C:40]([C@H:42]4[CH2:47][CH2:46][C@H:45]([CH2:48][NH:49]C(=O)OC(C)(C)C)[CH2:44][CH2:43]4)=[O:41])[C:25](=[O:38])[NH:26][C:27]4[CH:32]=[CH:31][C:30]([C:33]5[NH:37][N:36]=[N:35][N:34]=5)=[CH:29][CH:28]=4)[CH:18]=3)=[CH:13][CH:12]=2)=[O:10])[CH2:5][CH2:4]1.C(#N)C. (3) Given the product [CH2:51]([C:11]1([CH2:7][CH2:8][CH2:9][CH3:10])[C:12]2[CH:13]=[C:14]([C:30]#[C:31][C:32]3[CH:33]=[CH:34][C:35]([N:38]([CH2:39][CH2:40][CH2:41][CH2:42][CH2:43][CH3:44])[CH2:45][CH2:46][CH2:47][CH2:48][CH2:49][CH3:50])=[CH:36][CH:37]=3)[CH:15]=[CH:16][C:17]=2[C:18]2[C:23]1=[CH:22][C:21]([C:24]#[CH:25])=[CH:20][CH:19]=2)[CH2:52][CH2:53][CH3:54], predict the reactants needed to synthesize it. The reactants are: C([O-])([O-])=O.[K+].[K+].[CH2:7]([C:11]1([CH2:51][CH2:52][CH2:53][CH3:54])[C:23]2[CH:22]=[C:21]([CH2:24][C:25](C)(O)C#C)[CH:20]=[CH:19][C:18]=2[C:17]2[C:12]1=[CH:13][C:14]([C:30]#[C:31][C:32]1[CH:37]=[CH:36][C:35]([N:38]([CH2:45][CH2:46][CH2:47][CH2:48][CH2:49][CH3:50])[CH2:39][CH2:40][CH2:41][CH2:42][CH2:43][CH3:44])=[CH:34][CH:33]=1)=[CH:15][CH:16]=2)[CH2:8][CH2:9][CH3:10]. (4) Given the product [Cl:7][C:8]1[CH:13]=[C:12]([O:6][CH:3]([CH3:5])[CH3:4])[N:11]=[CH:10][N:9]=1, predict the reactants needed to synthesize it. The reactants are: [H-].[Na+].[CH:3]([OH:6])([CH3:5])[CH3:4].[Cl:7][C:8]1[CH:13]=[C:12](Cl)[N:11]=[CH:10][N:9]=1.[Cl-].[NH4+]. (5) Given the product [Br:1][C:2]1[C:7]2=[N:8][C:9]([C:12]([O:14][CH3:15])=[O:13])=[CH:10][N:11]=[C:6]2[CH:5]=[N:4][CH:3]=1, predict the reactants needed to synthesize it. The reactants are: [Br:1][C:2]1[C:7]2=[N:8][C:9]([C:12]([OH:14])=[O:13])=[CH:10][N:11]=[C:6]2[CH:5]=[N:4][CH:3]=1.[C:15](Cl)(=O)C(Cl)=O. (6) Given the product [N:1]1([C:7]2[N:8]=[C:9]3[N:17]([C:31](=[O:32])[CH2:30][C:24]4[CH:29]=[CH:28][CH:27]=[CH:26][CH:25]=4)[C@H:16]([C:18]([F:20])([F:21])[F:19])[CH2:15][CH2:14][N:10]3[C:11](=[O:13])[CH:12]=2)[CH2:6][CH2:5][O:4][CH2:3][CH2:2]1, predict the reactants needed to synthesize it. The reactants are: [N:1]1([C:7]2[N:8]=[C:9]3[NH:17][C@H:16]([C:18]([F:21])([F:20])[F:19])[CH2:15][CH2:14][N:10]3[C:11](=[O:13])[CH:12]=2)[CH2:6][CH2:5][O:4][CH2:3][CH2:2]1.[H-].[Na+].[C:24]1([CH2:30][C:31](Cl)=[O:32])[CH:29]=[CH:28][CH:27]=[CH:26][CH:25]=1.C(Cl)Cl.CO. (7) Given the product [CH3:77][CH2:76][C@@H:74]([C@H:73]([NH:72][C:70]([C@@H:61]([NH2:60])[CH2:62][C:63]1[CH:68]=[CH:67][C:66]([OH:69])=[CH:65][CH:64]=1)=[O:71])[C:78]([NH:80][CH2:81][C:82]([NH:84][C@H:85]([C:88]([NH:90][C@H:91]([C:99]([OH:101])=[O:100])[CH2:92][CH2:93][CH2:94][N:95]=[C:96]([NH2:98])[NH2:97])=[O:89])[CH2:86][OH:87])=[O:83])=[O:79])[CH3:75], predict the reactants needed to synthesize it. The reactants are: N1CCC[C@H]1C(N[C@H](C(N[C@H](C(NCC(N[C@H](C(O)=O)CCCNC(=N)N)=O)=O)CO)=O)CC(=O)O)=O.N[C@H](C(N[C@H](C(N1CCC[C@H]1C(NCC([NH:60][C@H:61]([C:70]([NH:72][C@H:73]([C:78]([NH:80][CH2:81][C:82]([NH:84][C@H:85]([C:88]([NH:90][C@H:91]([C:99]([OH:101])=[O:100])[CH2:92][CH2:93][CH2:94][NH:95][C:96](=[NH:98])[NH2:97])=[O:89])[CH2:86][OH:87])=[O:83])=[O:79])[C@H:74]([CH2:76][CH3:77])[CH3:75])=[O:71])[CH2:62][C:63]1[CH:68]=[CH:67][C:66]([OH:69])=[CH:65][CH:64]=1)=O)=O)=O)CC(=O)O)=O)CS.N[C@H](C(O)=O)CCCC[N+](C)(C)C. (8) Given the product [OH:39][CH:36]1[CH2:37][CH2:38][N:33]([C:30]2[CH:31]=[CH:32][C:27]([C:2]3[C:10]4[C:5](=[CH:6][CH:7]=[C:8]([NH:11][C:12](=[O:18])[O:13][C:14]([CH3:17])([CH3:16])[CH3:15])[CH:9]=4)[NH:4][N:3]=3)=[CH:28][CH:29]=2)[CH2:34][CH2:35]1, predict the reactants needed to synthesize it. The reactants are: I[C:2]1[C:10]2[C:5](=[CH:6][CH:7]=[C:8]([NH:11][C:12](=[O:18])[O:13][C:14]([CH3:17])([CH3:16])[CH3:15])[CH:9]=2)[NH:4][N:3]=1.CC1(C)C(C)(C)OB([C:27]2[CH:32]=[CH:31][C:30]([N:33]3[CH2:38][CH2:37][CH:36]([OH:39])[CH2:35][CH2:34]3)=[CH:29][CH:28]=2)O1.C([O-])([O-])=O.[Na+].[Na+].